This data is from Reaction yield outcomes from USPTO patents with 853,638 reactions. The task is: Predict the reaction yield, written as a fraction of the theoretical maximum amount of product (1.0 means a 100% yield; for example, 0.34 means a 34% yield). (1) The reactants are [CH3:1][O:2][C:3]1[CH:20]=[CH:19][C:6]([CH2:7][O:8][C:9]2[C:10](=[O:18])[CH:11]=[C:12]([C:15]([OH:17])=[O:16])O[CH:14]=2)=[CH:5][CH:4]=1.[CH3:21][NH2:22].Cl. No catalyst specified. The product is [CH3:1][O:2][C:3]1[CH:20]=[CH:19][C:6]([CH2:7][O:8][C:9]2[C:10](=[O:18])[CH:11]=[C:12]([C:15]([OH:17])=[O:16])[N:22]([CH3:21])[CH:14]=2)=[CH:5][CH:4]=1. The yield is 0.790. (2) The reactants are C([O:5][C:6]([N:8]1[CH2:13][CH2:12][N:11]([C:14]2[CH:19]=[CH:18][C:17]([N:20]3[CH2:24][C@H:23]([CH2:25][NH:26][C:27]([O:29]C)=[S:28])[O:22][C:21]3=[O:31])=[CH:16][C:15]=2[F:32])[CH2:10][CH2:9]1)=O)(C)(C)C.F[C:34](F)(F)C(O)=O.[CH3:40][N:41]1[C:49]2[C:44](=[CH:45][CH:46]=[CH:47][CH:48]=2)[C:43](C(O)=O)=[N:42]1.O.ON1C2C=CC=CC=2N=N1.F[P-](F)(F)(F)(F)F.N1(O[P+](N(C)C)(N(C)C)N(C)C)C2C=CC=CC=2N=N1.C(N(C(C)C)CC)(C)C. The catalyst is C(Cl)Cl.C1COCC1. The product is [F:32][C:15]1[CH:16]=[C:17]([N:20]2[CH2:24][C@H:23]([CH2:25][NH:26][C:27](=[O:28])[S:29][CH3:34])[O:22][C:21]2=[O:31])[CH:18]=[CH:19][C:14]=1[N:11]1[CH2:10][CH2:9][N:8]([C:6]([C:43]2[C:44]3[C:49](=[CH:48][CH:47]=[CH:46][CH:45]=3)[N:41]([CH3:40])[N:42]=2)=[O:5])[CH2:13][CH2:12]1. The yield is 0.0610. (3) The reactants are C1C=CC(P(C2C=CC=CC=2)C2C=CC=CC=2)=CC=1.[C:20]([CH2:22][CH2:23][NH:24][C:25]([C:27]1[C:32]([NH:33][C:34]2[CH:39]=[CH:38][C:37]([Br:40])=[CH:36][C:35]=2[F:41])=[C:31]([CH3:42])[C:30](=[O:43])[N:29]([CH3:44])[CH:28]=1)=O)#[N:21].CC(OC(/N=N/C(OC(C)C)=O)=O)C.[Si]([N:63]=[N+:64]=[N-:65])(C)(C)C. The catalyst is CC#N.C(OCC)(=O)C. The product is [Br:40][C:37]1[CH:38]=[CH:39][C:34]([NH:33][C:32]2[C:27]([C:25]3[N:24]([CH2:23][CH2:22][C:20]#[N:21])[N:65]=[N:64][N:63]=3)=[CH:28][N:29]([CH3:44])[C:30](=[O:43])[C:31]=2[CH3:42])=[C:35]([F:41])[CH:36]=1. The yield is 0.610. (4) The reactants are Cl[C:2]1[N:3]=[C:4]([NH:18][CH3:19])[C:5]2[N:6]=[C:7]([NH:14][CH2:15][CH2:16][CH3:17])[N:8]=[C:9]([NH:12][CH3:13])[C:10]=2[N:11]=1.[CH:20]([O:23][CH2:24][CH2:25][NH2:26])([CH3:22])[CH3:21].CNC1C2N=C(NCCC)N=C(NC)C=2N=C(N(C)CCO)N=1. No catalyst specified. The product is [CH:20]([O:23][CH2:24][CH2:25][NH:26][C:2]1[N:3]=[C:4]([NH:18][CH3:19])[C:5]2[N:6]=[C:7]([NH:14][CH2:15][CH2:16][CH3:17])[N:8]=[C:9]([NH:12][CH3:13])[C:10]=2[N:11]=1)([CH3:22])[CH3:21]. The yield is 0.570. (5) The reactants are CCN=C=NCCCN(C)C.C1C=CC2N(O)N=NC=2C=1.Cl.Cl.[CH3:24][C:25]1[N:29]2[C:30](=[O:39])[N:31]([CH:33]3[CH2:38][CH2:37][NH:36][CH2:35][CH2:34]3)[CH2:32][C:28]2=[CH:27][N:26]=1.[Cl:40][C:41]1[CH:50]=[C:49]2[C:44]([CH:45]=[C:46]([S:51]([CH2:54][CH2:55][C:56](O)=[O:57])(=[O:53])=[O:52])[CH2:47][O:48]2)=[CH:43][CH:42]=1. The catalyst is C(#N)C.C(N(CC)CC)C. The product is [Cl:40][C:41]1[CH:50]=[C:49]2[C:44]([CH:45]=[C:46]([S:51]([CH2:54][CH2:55][C:56]([N:36]3[CH2:37][CH2:38][CH:33]([N:31]4[CH2:32][C:28]5=[CH:27][N:26]=[C:25]([CH3:24])[N:29]5[C:30]4=[O:39])[CH2:34][CH2:35]3)=[O:57])(=[O:52])=[O:53])[CH2:47][O:48]2)=[CH:43][CH:42]=1. The yield is 0.780.